Dataset: CYP3A4 inhibition data for predicting drug metabolism from PubChem BioAssay. Task: Regression/Classification. Given a drug SMILES string, predict its absorption, distribution, metabolism, or excretion properties. Task type varies by dataset: regression for continuous measurements (e.g., permeability, clearance, half-life) or binary classification for categorical outcomes (e.g., BBB penetration, CYP inhibition). Dataset: cyp3a4_veith. The compound is CNc1nc(-c2ccc3c(c2)OCO3)nc2ccccc12. The result is 1 (inhibitor).